Dataset: Reaction yield outcomes from USPTO patents with 853,638 reactions. Task: Predict the reaction yield, written as a fraction of the theoretical maximum amount of product (1.0 means a 100% yield; for example, 0.34 means a 34% yield). (1) The reactants are Br[C:2]1[CH:10]=[C:9]([Cl:11])[C:8]2[N:7]([CH3:12])[C:6]3[CH2:13][CH:14]4[NH:18][CH:17]([C:5]=3[C:4]=2[C:3]=1[C:19]([O:21][C:22]([CH3:25])([CH3:24])[CH3:23])=[O:20])[CH2:16][CH2:15]4.[C:26]1([S:32](C2C=CC=CC=2)(=[O:34])=[O:33])[CH:31]=[CH:30][CH:29]=[CH:28][CH:27]=1. No catalyst specified. The product is [C:26]1([S:32]([C:2]2[CH:10]=[C:9]([Cl:11])[C:8]3[N:7]([CH3:12])[C:6]4[CH2:13][CH:14]5[NH:18][CH:17]([C:5]=4[C:4]=3[C:3]=2[C:19]([O:21][C:22]([CH3:25])([CH3:24])[CH3:23])=[O:20])[CH2:16][CH2:15]5)(=[O:34])=[O:33])[CH:31]=[CH:30][CH:29]=[CH:28][CH:27]=1. The yield is 0.630. (2) The reactants are C[Li].CON(C)[C:6]([C:8]1[CH:13]=[N:12][C:11]([CH3:14])=[CH:10][N:9]=1)=[O:7].O.[C:17](OCC)(=O)C. The catalyst is O1CCCC1. The product is [CH3:14][C:11]1[N:12]=[CH:13][C:8]([C:6](=[O:7])[CH3:17])=[N:9][CH:10]=1. The yield is 0.860. (3) The reactants are [OH:1][N:2]1[C:6](=[O:7])[C:5]2=[CH:8][CH:9]=[CH:10][CH:11]=[C:4]2[C:3]1=[O:12].C1(P(C2C=CC=CC=2)C2C=CC=CC=2)C=CC=CC=1.[CH3:32][C:33]1([CH3:40])[O:37][C@@H:36]([CH2:38]O)[CH2:35][O:34]1.N(C(OCC)=O)=NC(OCC)=O. The catalyst is O1CCCC1. The product is [CH3:32][C:33]1([CH3:40])[O:37][C@@H:36]([CH2:38][O:1][N:2]2[C:3](=[O:12])[C:4]3[C:5](=[CH:8][CH:9]=[CH:10][CH:11]=3)[C:6]2=[O:7])[CH2:35][O:34]1. The yield is 0.970. (4) The reactants are [F:1][C:2]1[CH:11]=[CH:10][C:9]2[N:8]=[CH:7][C:6](=[O:12])[N:5]3[CH2:13][C@@H:14]([NH:15][CH2:16][CH2:17][CH2:18][C@@H:19]4[O:23][C:22](=[O:24])[N:21]([C:25]5[CH:26]=[CH:27][C:28]6[S:33][CH2:32][C:31](=[O:34])[NH:30][C:29]=6[CH:35]=5)[CH2:20]4)[C:3]=1[C:4]=23.[BH4-].[Na+]. The catalyst is C(Cl)Cl.CO. The product is [F:1][C:2]1[CH:11]=[CH:10][C:9]2[NH:8][CH2:7][C:6](=[O:12])[N:5]3[CH2:13][C@@H:14]([NH:15][CH2:16][CH2:17][CH2:18][C@@H:19]4[O:23][C:22](=[O:24])[N:21]([C:25]5[CH:26]=[CH:27][C:28]6[S:33][CH2:32][C:31](=[O:34])[NH:30][C:29]=6[CH:35]=5)[CH2:20]4)[C:3]=1[C:4]=23. The yield is 0.690. (5) The reactants are [NH2:1][C:2]1[CH:7]=[CH:6][N:5]=[CH:4][N:3]=1.[N+:8]([C:11]1[CH:12]=[C:13]([CH:17]=[CH:18][CH:19]=1)[C:14](O)=[O:15])([O-:10])=[O:9].CCN=C=NCCCN(C)C.Cl.C(N(CC)CC)C.CN(C1C=CC=CN=1)C. The catalyst is ClCCl. The product is [N+:8]([C:11]1[CH:12]=[C:13]([CH:17]=[CH:18][CH:19]=1)[C:14]([NH:1][C:2]1[CH:7]=[CH:6][N:5]=[CH:4][N:3]=1)=[O:15])([O-:10])=[O:9]. The yield is 0.970. (6) The reactants are [SH:1][C:2]1[N:7]=[C:6]([OH:8])[CH:5]=[C:4]([C:9]([F:12])([F:11])[F:10])[N:3]=1.C(=O)([O-])[O-].[K+].[K+].Br[CH2:20][C:21]1[CH:26]=[CH:25][N:24]=[CH:23][C:22]=1[CH2:27][CH3:28]. The catalyst is CN(C=O)C. The product is [CH2:27]([C:22]1[CH:23]=[N:24][CH:25]=[CH:26][C:21]=1[CH2:20][S:1][C:2]1[N:7]=[C:6]([OH:8])[CH:5]=[C:4]([C:9]([F:12])([F:10])[F:11])[N:3]=1)[CH3:28]. The yield is 0.140. (7) The reactants are Cl[C:2]1[C:7](Cl)=[CH:6][CH:5]=C[C:3]=1[N:9]1[CH2:14][CH2:13][N:12]([CH2:15][CH2:16][CH2:17][CH2:18][O:19][C:20]2[CH:29]=[CH:28][C:27]3[C:22](=[C:23]([OH:30])[CH:24]=[CH:25][CH:26]=3)[N:21]=2)[CH2:11][CH2:10]1.[N:31]1C=CC=CC=1N1CCNCC1. No catalyst specified. The product is [N:31]1[CH:5]=[CH:6][CH:7]=[CH:2][C:3]=1[N:9]1[CH2:14][CH2:13][N:12]([CH2:15][CH2:16][CH2:17][CH2:18][O:19][C:20]2[CH:29]=[CH:28][C:27]3[C:22](=[C:23]([OH:30])[CH:24]=[CH:25][CH:26]=3)[N:21]=2)[CH2:11][CH2:10]1. The yield is 0.220. (8) The reactants are Cl[C:2]1[C:3](=[O:16])[NH:4][C:5]2[C:10]([N:11]=1)=[CH:9][C:8]([C:12]([O:14][CH3:15])=[O:13])=[CH:7][CH:6]=2.[CH2:17]([NH:24][CH3:25])[C:18]1[CH:23]=[CH:22][CH:21]=[CH:20][CH:19]=1.CCN(C(C)C)C(C)C.O. The catalyst is CS(C)=O. The product is [CH2:17]([N:24]([CH3:25])[C:2]1[C:3](=[O:16])[NH:4][C:5]2[C:10]([N:11]=1)=[CH:9][C:8]([C:12]([O:14][CH3:15])=[O:13])=[CH:7][CH:6]=2)[C:18]1[CH:23]=[CH:22][CH:21]=[CH:20][CH:19]=1. The yield is 0.810. (9) The reactants are [C:1]([C:3]1[CH:4]=[C:5]2[C:10](=[CH:11][C:12]=1F)[O:9][CH2:8][CH2:7][CH:6]2[C:14]([OH:16])=[O:15])#[N:2].C([O-])([O-])=O.[K+].[K+].[Cl:23][C:24]1[CH:41]=[C:40]([Cl:42])[CH:39]=[CH:38][C:25]=1[CH2:26][CH2:27][NH:28][C:29](=[O:37])[C:30]1[CH:35]=[CH:34][C:33]([OH:36])=[CH:32][CH:31]=1. The catalyst is CN1CCCC1=O. The product is [Cl:23][C:24]1[CH:41]=[C:40]([Cl:42])[CH:39]=[CH:38][C:25]=1[CH2:26][CH2:27][NH:28][C:29]([C:30]1[CH:35]=[CH:34][C:33]([O:36][C:12]2[CH:11]=[C:10]3[C:5]([CH:6]([C:14]([OH:16])=[O:15])[CH2:7][CH2:8][O:9]3)=[CH:4][C:3]=2[C:1]#[N:2])=[CH:32][CH:31]=1)=[O:37]. The yield is 0.0520. (10) The reactants are [CH3:1][O:2][C:3]1[CH:4]=[C:5]2[C:10](=[CH:11][CH:12]=1)[C:9]([OH:13])=[N:8][CH:7]=[CH:6]2.C([O-])([O-])=O.[K+].[K+].Cl.Cl[CH2:22][CH2:23][N:24]1[CH2:29][CH2:28][CH2:27][CH2:26][CH2:25]1. The catalyst is CC(C)=O. The product is [CH3:1][O:2][C:3]1[CH:4]=[C:5]2[C:10](=[CH:11][CH:12]=1)[C:9]([O:13][CH2:22][CH2:23][N:24]1[CH2:29][CH2:28][CH2:27][CH2:26][CH2:25]1)=[N:8][CH:7]=[CH:6]2. The yield is 0.920.